From a dataset of Forward reaction prediction with 1.9M reactions from USPTO patents (1976-2016). Predict the product of the given reaction. (1) Given the reactants [CH3:1][O:2][C:3](=[O:16])[CH2:4][C:5]1[CH:10]=[CH:9][CH:8]=[C:7]([O:11][CH2:12][CH2:13][CH2:14]Br)[CH:6]=1.[C:17]1([C@@H:23]([CH3:26])[CH2:24][NH2:25])[CH:22]=[CH:21][CH:20]=[CH:19][CH:18]=1.[I-].[Na+].C(=O)([O-])[O-].[K+].[K+], predict the reaction product. The product is: [CH3:1][O:2][C:3](=[O:16])[CH2:4][C:5]1[CH:10]=[CH:9][CH:8]=[C:7]([O:11][CH2:12][CH2:13][CH2:14][NH:25][CH2:24][C@@H:23]([C:17]2[CH:22]=[CH:21][CH:20]=[CH:19][CH:18]=2)[CH3:26])[CH:6]=1. (2) Given the reactants [CH2:1]([O:3][C:4]([C:6]1[C:7]([O:31][CH2:32][CH2:33][O:34]C2CCCCO2)=[C:8]2[C:12](=[CH:13][CH:14]=1)[N:11]([C:15]([O:17][C:18]([CH3:21])([CH3:20])[CH3:19])=[O:16])[N:10]=[C:9]2/[CH:22]=[CH:23]/[C:24]1[CH:29]=[CH:28][C:27]([F:30])=[CH:26][CH:25]=1)=[O:5])[CH3:2].Cl.O, predict the reaction product. The product is: [CH2:1]([O:3][C:4]([C:6]1[C:7]([O:31][CH2:32][CH2:33][OH:34])=[C:8]2[C:12](=[CH:13][CH:14]=1)[N:11]([C:15]([O:17][C:18]([CH3:20])([CH3:21])[CH3:19])=[O:16])[N:10]=[C:9]2/[CH:22]=[CH:23]/[C:24]1[CH:29]=[CH:28][C:27]([F:30])=[CH:26][CH:25]=1)=[O:5])[CH3:2]. (3) Given the reactants [F:1][C:2]1[CH:3]=[C:4]([CH:44]=[CH:45][C:46]=1[F:47])[CH2:5][NH:6][C:7](=[O:43])[C:8]1[CH:13]=[CH:12][CH:11]=[N:10][C:9]=1[NH:14][CH2:15][C:16]1[N:17]=[N:18][N:19]([C:21]2[CH:22]=[C:23]3[C:28](=[CH:29][CH:30]=2)[N:27]=[CH:26][N:25]=[C:24]3[NH:31]CC2C=CC(OC)=CC=2OC)[CH:20]=1.C(=O)([O-])[O-].[Na+].[Na+].C(OCC)(=O)C, predict the reaction product. The product is: [NH2:31][C:24]1[C:23]2[C:28](=[CH:29][CH:30]=[C:21]([N:19]3[CH:20]=[C:16]([CH2:15][NH:14][C:9]4[N:10]=[CH:11][CH:12]=[CH:13][C:8]=4[C:7]([NH:6][CH2:5][C:4]4[CH:44]=[CH:45][C:46]([F:47])=[C:2]([F:1])[CH:3]=4)=[O:43])[N:17]=[N:18]3)[CH:22]=2)[N:27]=[CH:26][N:25]=1. (4) Given the reactants [Cl:1][C:2]1[CH:30]=[CH:29][C:5]([CH2:6][C:7]2[N:8]=[C:9]([C:17]3[C:18]([CH3:28])=[N:19][N:20]4[CH:25]=[CH:24][C:23]([CH:26]=O)=[CH:22][C:21]=34)[S:10][C:11]=2[C:12]2[NH:16][CH:15]=[N:14][N:13]=2)=[CH:4][CH:3]=1.C(O)(=O)C.C(Cl)Cl.[CH3:38][O:39][C:40]1[CH:47]=[C:46]([O:48][CH3:49])[CH:45]=[CH:44][C:41]=1[CH2:42][NH2:43].C(O[BH-](OC(=O)C)OC(=O)C)(=O)C.[Na+].C([O-])(O)=O.[Na+], predict the reaction product. The product is: [Cl:1][C:2]1[CH:30]=[CH:29][C:5]([CH2:6][C:7]2[N:8]=[C:9]([C:17]3[C:18]([CH3:28])=[N:19][N:20]4[CH:25]=[CH:24][C:23]([CH2:26][NH:43][CH2:42][C:41]5[CH:44]=[CH:45][C:46]([O:48][CH3:49])=[CH:47][C:40]=5[O:39][CH3:38])=[CH:22][C:21]=34)[S:10][C:11]=2[C:12]2[NH:16][CH:15]=[N:14][N:13]=2)=[CH:4][CH:3]=1. (5) Given the reactants F[B-](F)(F)F.[O:6]=[N+:7]=[O:8].[CH3:9][C:10]([C:19]1[S:20][CH:21]=[C:22]([CH3:24])[CH:23]=1)([CH3:18])[C:11]([N:13]1[CH2:17][CH2:16][CH2:15][CH2:14]1)=[O:12].O, predict the reaction product. The product is: [CH3:18][C:10]([C:19]1[S:20][C:21]([N+:7]([O-:8])=[O:6])=[C:22]([CH3:24])[CH:23]=1)([CH3:9])[C:11]([N:13]1[CH2:17][CH2:16][CH2:15][CH2:14]1)=[O:12].